From a dataset of Full USPTO retrosynthesis dataset with 1.9M reactions from patents (1976-2016). Predict the reactants needed to synthesize the given product. (1) Given the product [ClH:24].[CH3:23][N:18]1[CH2:19][NH:20][C:21](=[O:22])[C:16]21[CH2:17][NH:14][CH2:15]2, predict the reactants needed to synthesize it. The reactants are: C([N:14]1[CH2:17][C:16]2([C:21](=[O:22])[N:20]=[CH:19][N:18]2[CH3:23])[CH2:15]1)(C1C=CC=CC=1)C1C=CC=CC=1.[ClH:24]. (2) Given the product [CH:33]1([S:39][C:2]2[C:7]3[N:8]=[C:9]([NH:12][C:13]4[CH:18]=[CH:17][C:16]([C:19]5[CH:20]=[N:21][N:22]([CH3:24])[CH:23]=5)=[CH:15][C:14]=4[O:25][CH3:26])[N:10]=[CH:11][C:6]=3[CH:5]=[CH:4][N:3]=2)[CH2:38][CH2:37][CH2:36][CH2:35][CH2:34]1, predict the reactants needed to synthesize it. The reactants are: Cl[C:2]1[C:7]2[N:8]=[C:9]([NH:12][C:13]3[CH:18]=[CH:17][C:16]([C:19]4[CH:20]=[N:21][N:22]([CH3:24])[CH:23]=4)=[CH:15][C:14]=3[O:25][CH3:26])[N:10]=[CH:11][C:6]=2[CH:5]=[CH:4][N:3]=1.C(=O)([O-])[O-].[K+].[K+].[CH:33]1([SH:39])[CH2:38][CH2:37][CH2:36][CH2:35][CH2:34]1. (3) The reactants are: [F:1][C:2]([F:19])([F:18])[C:3]1[CH:8]=[CH:7][C:6]([C:9]2[S:10][C:11]3[CH2:12][NH:13][CH2:14][CH2:15][C:16]=3[N:17]=2)=[CH:5][CH:4]=1.C(N(CC)CC)C.[CH3:27][O:28][C:29](=[O:42])[CH2:30][C:31]1[CH:36]=[CH:35][C:34]([CH3:37])=[C:33]([S:38](Cl)(=[O:40])=[O:39])[CH:32]=1. Given the product [CH3:27][O:28][C:29](=[O:42])[CH2:30][C:31]1[CH:36]=[CH:35][C:34]([CH3:37])=[C:33]([S:38]([N:13]2[CH2:14][CH2:15][C:16]3[N:17]=[C:9]([C:6]4[CH:7]=[CH:8][C:3]([C:2]([F:1])([F:18])[F:19])=[CH:4][CH:5]=4)[S:10][C:11]=3[CH2:12]2)(=[O:39])=[O:40])[CH:32]=1, predict the reactants needed to synthesize it.